The task is: Predict the product of the given reaction.. This data is from Forward reaction prediction with 1.9M reactions from USPTO patents (1976-2016). (1) Given the reactants Br[C:2]1[CH:3]=[CH:4][C:5]([S:12]([CH3:15])(=[O:14])=[O:13])=[C:6]([CH:11]=1)[C:7]([O:9][CH3:10])=[O:8].[B:16]1([B:16]2[O:20][C:19]([CH3:22])([CH3:21])[C:18]([CH3:24])([CH3:23])[O:17]2)[O:20][C:19]([CH3:22])([CH3:21])[C:18]([CH3:24])([CH3:23])[O:17]1.C([O-])(=O)C.[K+], predict the reaction product. The product is: [CH3:15][S:12]([C:5]1[CH:4]=[CH:3][C:2]([B:16]2[O:20][C:19]([CH3:22])([CH3:21])[C:18]([CH3:24])([CH3:23])[O:17]2)=[CH:11][C:6]=1[C:7]([O:9][CH3:10])=[O:8])(=[O:14])=[O:13]. (2) Given the reactants [CH3:1][C:2]([C:4]1[CH:9]=[CH:8][C:7]([Br:10])=[CH:6][CH:5]=1)=[O:3].CO[C:13](OC)([N:15]([CH3:17])[CH3:16])[CH3:14].O.C(OCC)(=O)C, predict the reaction product. The product is: [Br:10][C:7]1[CH:8]=[CH:9][C:4]([C:2](=[O:3])[CH:1]=[C:13]([N:15]([CH3:17])[CH3:16])[CH3:14])=[CH:5][CH:6]=1. (3) Given the reactants [H-].[Na+].[CH2:3]([OH:12])[CH:4]=[CH:5][C:6]1[CH:11]=[CH:10][CH:9]=[CH:8][CH:7]=1.[CH2:13](Cl)[CH:14]=[CH2:15], predict the reaction product. The product is: [CH2:15]([O:12][CH2:3]/[CH:4]=[CH:5]/[C:6]1[CH:11]=[CH:10][CH:9]=[CH:8][CH:7]=1)[CH:14]=[CH2:13]. (4) Given the reactants C(OC(=O)[NH:7][C:8]1[CH:13]=[C:12]([Cl:14])[C:11]([C:15]([F:18])([F:17])[F:16])=[CH:10][C:9]=1[NH:19][C:20](=[O:36])[CH2:21][C:22]([C:24]1[CH:29]=[CH:28][CH:27]=[C:26]([C:30]2[O:34][N:33]=[C:32]([CH3:35])[CH:31]=2)[CH:25]=1)=O)(C)(C)C.C(O)(C(F)(F)F)=O, predict the reaction product. The product is: [Cl:14][C:12]1[C:11]([C:15]([F:18])([F:17])[F:16])=[CH:10][C:9]2[NH:19][C:20](=[O:36])[CH2:21][C:22]([C:24]3[CH:29]=[CH:28][CH:27]=[C:26]([C:30]4[O:34][N:33]=[C:32]([CH3:35])[CH:31]=4)[CH:25]=3)=[N:7][C:8]=2[CH:13]=1. (5) Given the reactants C([Li])CCC.I[C:7]1[C:8]2[CH:15]=[CH:14][N:13]([Si:16]([CH:23]([CH3:25])[CH3:24])([CH:20]([CH3:22])[CH3:21])[CH:17]([CH3:19])[CH3:18])[C:9]=2[N:10]=[CH:11][N:12]=1.[CH:26]1([CH:32]=[O:33])[CH2:31][CH2:30][CH2:29][CH2:28][CH2:27]1.[Cl-].[NH4+], predict the reaction product. The product is: [CH:26]1([CH:32]([C:7]2[C:8]3[CH:15]=[CH:14][N:13]([Si:16]([CH:23]([CH3:25])[CH3:24])([CH:20]([CH3:22])[CH3:21])[CH:17]([CH3:19])[CH3:18])[C:9]=3[N:10]=[CH:11][N:12]=2)[OH:33])[CH2:31][CH2:30][CH2:29][CH2:28][CH2:27]1.